From a dataset of Reaction yield outcomes from USPTO patents with 853,638 reactions. Predict the reaction yield, written as a fraction of the theoretical maximum amount of product (1.0 means a 100% yield; for example, 0.34 means a 34% yield). (1) No catalyst specified. The reactants are [CH3:1][O:2][C:3]1[C:4]([O:32][CH3:33])=[CH:5][C:6]2[C:15]3[C:14](=O)[NH:13][C:12]4[CH:17]=[CH:18][CH:19]=[CH:20][C:11]=4[C:10]=3[N:9]([CH2:21][CH2:22][CH2:23][N:24]3[CH2:29][CH2:28][O:27][CH2:26][CH2:25]3)[C:8](=[O:30])[C:7]=2[CH:31]=1.O=P(Cl)(Cl)[Cl:36].P(Cl)(Cl)(Cl)(Cl)Cl. The product is [Cl:36][C:14]1[N:13]=[C:12]2[CH:17]=[CH:18][CH:19]=[CH:20][C:11]2=[C:10]2[C:15]=1[C:6]1[CH:5]=[C:4]([O:32][CH3:33])[C:3]([O:2][CH3:1])=[CH:31][C:7]=1[C:8](=[O:30])[N:9]2[CH2:21][CH2:22][CH2:23][N:24]1[CH2:29][CH2:28][O:27][CH2:26][CH2:25]1. The yield is 0.660. (2) The catalyst is [Pd]. The product is [N+:1]([C:4]1[CH:9]=[CH:8][C:7]([C:33]2[CH:38]=[N:37][CH:36]=[CH:35][N:34]=2)=[CH:6][C:5]=1[NH:19][C:20]([N:22]1[CH2:23][CH2:24][CH2:25][CH2:26]1)=[O:21])([O-:3])=[O:2]. The yield is 0.700. The reactants are [N+:1]([C:4]1[CH:9]=[CH:8][C:7](B2OC(C)(C)C(C)(C)O2)=[CH:6][C:5]=1[NH:19][C:20]([N:22]1[CH2:26][CH2:25][CH2:24][CH2:23]1)=[O:21])([O-:3])=[O:2].C(=O)(O)[O-].[Na+].Br[C:33]1[CH:38]=[N:37][CH:36]=[CH:35][N:34]=1.